From a dataset of Catalyst prediction with 721,799 reactions and 888 catalyst types from USPTO. Predict which catalyst facilitates the given reaction. (1) Reactant: [CH3:1][N:2]1[C:6]([C:7]([F:10])([F:9])[F:8])=[C:5]([C:11]([OH:13])=O)[CH:4]=[N:3]1.O1CCCC1.C(Cl)(=O)C(Cl)=O.[NH2:25][C:26]1[CH:27]=[C:28]([CH:45]=[CH:46][CH:47]=1)[O:29][C:30]1[CH:31]=[CH:32][C:33]2[N:34]([N:36]=[C:37]([NH:39][C:40]([CH:42]3[CH2:44][CH2:43]3)=[O:41])[N:38]=2)[CH:35]=1. Product: [CH:42]1([C:40]([NH:39][C:37]2[N:38]=[C:33]3[CH:32]=[CH:31][C:30]([O:29][C:28]4[CH:27]=[C:26]([NH:25][C:11]([C:5]5[CH:4]=[N:3][N:2]([CH3:1])[C:6]=5[C:7]([F:10])([F:9])[F:8])=[O:13])[CH:47]=[CH:46][CH:45]=4)=[CH:35][N:34]3[N:36]=2)=[O:41])[CH2:43][CH2:44]1. The catalyst class is: 402. (2) Reactant: [C:1]([C:5]1[O:6][C:7]([C:21]2[CH:26]=[CH:25][C:24]([N:27]3[CH2:32][CH2:31][S:30](=[N:34][CH3:35])(=[O:33])[CH2:29][CH2:28]3)=[CH:23][CH:22]=2)=[C:8]([C@@H:10]2[CH2:15][CH2:14][C@H:13]([F:16])[CH2:12][C@H:11]2[C:17]([O:19]C)=[O:18])[N:9]=1)([CH3:4])([CH3:3])[CH3:2].CO.[OH-].[Na+].Cl. Product: [C:1]([C:5]1[O:6][C:7]([C:21]2[CH:26]=[CH:25][C:24]([N:27]3[CH2:28][CH2:29][S:30](=[N:34][CH3:35])(=[O:33])[CH2:31][CH2:32]3)=[CH:23][CH:22]=2)=[C:8]([C@@H:10]2[CH2:15][CH2:14][C@H:13]([F:16])[CH2:12][C@H:11]2[C:17]([OH:19])=[O:18])[N:9]=1)([CH3:4])([CH3:2])[CH3:3]. The catalyst class is: 387. (3) Reactant: CCN(C(C)C)C(C)C.Cl.[F:11][C:12]1([F:16])[CH2:15][NH:14][CH2:13]1.Br[CH2:18][C:19]1[CH:26]=[CH:25][C:24]([Cl:27])=[CH:23][C:20]=1[C:21]#[N:22]. Product: [Cl:27][C:24]1[CH:25]=[CH:26][C:19]([CH2:18][N:14]2[CH2:15][C:12]([F:16])([F:11])[CH2:13]2)=[C:20]([CH:23]=1)[C:21]#[N:22]. The catalyst class is: 2. (4) Reactant: [Cl:1][C:2]1[CH:3]=[N:4][C:5]2[C:10]([CH:11]=1)=[CH:9][C:8]([CH2:12][C:13]1[CH:14]=[C:15]([CH:20]=[CH:21][N:22]=1)[C:16]([O:18]C)=[O:17])=[CH:7][C:6]=2[Cl:23].O.[OH-].[Na+].Cl. Product: [Cl:1][C:2]1[CH:3]=[N:4][C:5]2[C:10]([CH:11]=1)=[CH:9][C:8]([CH2:12][C:13]1[CH:14]=[C:15]([CH:20]=[CH:21][N:22]=1)[C:16]([OH:18])=[O:17])=[CH:7][C:6]=2[Cl:23]. The catalyst class is: 1. (5) The catalyst class is: 5. Product: [Cl:22][C:23]1[CH:24]=[C:25]2[C:30](=[CH:31][CH:32]=1)[CH:29]=[C:28]([S:33][CH2:21][C@@H:6]1[CH2:10][CH2:9][CH2:8][N:7]1[C:11]([O:13][CH2:14][C:15]1[CH:16]=[CH:17][CH:18]=[CH:19][CH:20]=1)=[O:12])[CH:27]=[CH:26]2. Reactant: CS(O[C@@:6]1([CH3:21])[CH2:10][CH2:9][CH2:8][N:7]1[C:11]([O:13][CH2:14][C:15]1[CH:20]=[CH:19][CH:18]=[CH:17][CH:16]=1)=[O:12])(=O)=O.[Cl:22][C:23]1[CH:24]=[C:25]2[C:30](=[CH:31][CH:32]=1)[CH:29]=[C:28]([SH:33])[CH:27]=[CH:26]2.C[O-].[Na+]. (6) Product: [C:1]([O:5][C:6]([N:8]1[CH2:11][CH:10]([O:12][C:13]2[CH:14]=[C:15]([C:21]3[CH:26]=[CH:25][CH:24]=[CH:23][C:22]=3[CH3:27])[CH:16]=[CH:17][C:18]=2[OH:36])[CH2:9]1)=[O:7])([CH3:4])([CH3:2])[CH3:3]. The catalyst class is: 2. Reactant: [C:1]([O:5][C:6]([N:8]1[CH2:11][CH:10]([O:12][C:13]2[CH:14]=[C:15]([C:21]3[CH:26]=[CH:25][CH:24]=[CH:23][C:22]=3[CH3:27])[CH:16]=[CH:17][C:18]=2C=O)[CH2:9]1)=[O:7])([CH3:4])([CH3:3])[CH3:2].C1C=C(Cl)C=C(C(OO)=[O:36])C=1. (7) Product: [N:47]1[CH:48]=[N:49][N:50]2[CH2:55][CH2:54][N:53]([C:4]([C:3]3[CH:7]=[C:8]([CH2:11][C:12]4[C:21]5[C:16](=[CH:17][CH:18]=[CH:19][CH:20]=5)[C:15](=[O:22])[NH:14][N:13]=4)[CH:9]=[CH:10][C:2]=3[F:1])=[O:6])[CH2:52][C:51]=12. Reactant: [F:1][C:2]1[CH:10]=[CH:9][C:8]([CH2:11][C:12]2[C:21]3[C:16](=[CH:17][CH:18]=[CH:19][CH:20]=3)[C:15](=[O:22])[NH:14][N:13]=2)=[CH:7][C:3]=1[C:4]([OH:6])=O.F[P-](F)(F)(F)(F)F.N1(OC(N(C)C)=[N+](C)C)C2C=CC=CC=2N=N1.[N:47]1[CH:48]=[N:49][N:50]2[CH2:55][CH2:54][NH:53][CH2:52][C:51]=12.C(N(CC)C(C)C)(C)C. The catalyst class is: 9.